Dataset: Full USPTO retrosynthesis dataset with 1.9M reactions from patents (1976-2016). Task: Predict the reactants needed to synthesize the given product. Given the product [F:26][C:23]1[CH:24]=[CH:25][C:12]2[N:11]=[C:10]([C@@H:8]([NH2:7])[CH3:9])[N:14]([C:15]3[CH:20]=[CH:19][C:18]([F:21])=[CH:17][CH:16]=3)[C:13]=2[CH:22]=1, predict the reactants needed to synthesize it. The reactants are: C(OC(=O)[NH:7][C@H:8]([C:10]1[N:14]([C:15]2[CH:20]=[CH:19][C:18]([F:21])=[CH:17][CH:16]=2)[C:13]2[CH:22]=[C:23]([F:26])[CH:24]=[CH:25][C:12]=2[N:11]=1)[CH3:9])(C)(C)C.C(O)(C(F)(F)F)=O.C([O-])(O)=O.[Na+].